From a dataset of Full USPTO retrosynthesis dataset with 1.9M reactions from patents (1976-2016). Predict the reactants needed to synthesize the given product. (1) Given the product [CH3:9][C:2]1([OH:1])[CH2:7][CH2:6][CH:5]([OH:8])[CH2:4][CH2:3]1, predict the reactants needed to synthesize it. The reactants are: [OH:1][C:2]1([CH3:9])[CH2:7][CH2:6][C:5](=[O:8])[CH2:4][CH2:3]1.[BH4-].[Na+]. (2) Given the product [C:26]([O:30][C:14]([C:12]1[C:11]([C:16]([OH:17])=[O:15])=[N:10][C:9]([C:19]2[CH:24]=[CH:23][C:22]([CH3:25])=[CH:21][CH:20]=2)=[C:8]([C:5]2[CH:6]=[CH:7][C:2]([Cl:1])=[CH:3][CH:4]=2)[N:13]=1)=[O:18])([CH3:29])([CH3:28])[CH3:27], predict the reactants needed to synthesize it. The reactants are: [Cl:1][C:2]1[CH:7]=[CH:6][C:5]([C:8]2[N:13]=[C:12]3[C:14](=[O:18])[O:15][C:16](=[O:17])[C:11]3=[N:10][C:9]=2[C:19]2[CH:24]=[CH:23][C:22]([CH3:25])=[CH:21][CH:20]=2)=[CH:4][CH:3]=1.[C:26]([OH:30])([CH3:29])([CH3:28])[CH3:27].